This data is from Full USPTO retrosynthesis dataset with 1.9M reactions from patents (1976-2016). The task is: Predict the reactants needed to synthesize the given product. (1) Given the product [O:11]1[CH2:16][CH2:15][CH2:14][CH2:13][CH:12]1[O:1][CH2:2][C:3]1[CH:4]=[C:5]([CH:8]=[CH:9][CH:10]=1)[C:6]#[N:7], predict the reactants needed to synthesize it. The reactants are: [OH:1][CH2:2][C:3]1[CH:4]=[C:5]([CH:8]=[CH:9][CH:10]=1)[C:6]#[N:7].[O:11]1[CH:16]=[CH:15][CH2:14][CH2:13][CH2:12]1. (2) Given the product [CH:17]1([C:20]2[C:21]([C:22]([O:24][CH3:25])=[O:23])=[C:4]([C:6]3[CH:11]=[CH:10][C:9]([F:12])=[CH:8][CH:7]=3)[C:3]3[C:2](=[CH:16][CH:15]=[CH:14][CH:13]=3)[N:1]=2)[CH2:19][CH2:18]1, predict the reactants needed to synthesize it. The reactants are: [NH2:1][C:2]1[CH:16]=[CH:15][CH:14]=[CH:13][C:3]=1[C:4]([C:6]1[CH:11]=[CH:10][C:9]([F:12])=[CH:8][CH:7]=1)=O.[CH:17]1([C:20](=O)[CH2:21][C:22]([O:24][CH3:25])=[O:23])[CH2:19][CH2:18]1.S(=O)(=O)(O)O. (3) Given the product [NH2:63][C:64]1[CH2:65][C:66]([C:86]([N:87]([CH2:91][CH2:92][CH2:93][OH:94])[CH2:88][CH2:89][CH3:90])=[O:102])=[CH:67][C:68]2[CH:74]=[CH:73][C:72]([C:75]3[CH:76]=[C:77]4[C:78](=[CH:84][CH:85]=3)[C:79](=[O:80])[O:81][CH2:82]4)=[CH:71][C:69]=2[N:70]=1.[C:56]([O:60][C:61]([NH:63][C:64]1[CH2:65][C:66]([C:86](=[O:102])[N:87]([CH2:91][CH2:92][CH2:93][O:94][Si:95]([C:98]([CH3:99])([CH3:101])[CH3:100])([CH3:96])[CH3:97])[CH2:88][CH2:89][CH3:90])=[CH:67][C:68]2[CH:74]=[CH:73][C:72]([C:75]3[CH:85]=[CH:84][C:78]([C:79]([O:81][CH2:82][CH3:83])=[O:80])=[CH:77][CH:76]=3)=[CH:71][C:69]=2[N:70]=1)=[O:62])([CH3:57])([CH3:58])[CH3:59], predict the reactants needed to synthesize it. The reactants are: C(OC(C1C=CC(B(O)O)=CC=1)=O)C.NC1CC(C(N(CCC)CCC)=O)=CC2C=CC(Br)=CC=2N=1.COC(C1C=CC(B(O)O)=CC=1)=O.C(=O)([O-])[O-].[K+].[K+].[C:56]([O:60][C:61]([NH:63][C:64]1[CH2:65][C:66]([C:86](=[O:102])[N:87]([CH2:91][CH2:92][CH2:93][O:94][Si:95]([C:98]([CH3:101])([CH3:100])[CH3:99])([CH3:97])[CH3:96])[CH2:88][CH2:89][CH3:90])=[CH:67][C:68]2[CH:74]=[CH:73][C:72]([C:75]3[CH:85]=[CH:84][C:78]([C:79]([O:81][CH2:82][CH3:83])=[O:80])=[CH:77][CH:76]=3)=[CH:71][C:69]=2[N:70]=1)=[O:62])([CH3:59])([CH3:58])[CH3:57].